This data is from hERG potassium channel inhibition data for cardiac toxicity prediction from Karim et al.. The task is: Regression/Classification. Given a drug SMILES string, predict its toxicity properties. Task type varies by dataset: regression for continuous values (e.g., LD50, hERG inhibition percentage) or binary classification for toxic/non-toxic outcomes (e.g., AMES mutagenicity, cardiotoxicity, hepatotoxicity). Dataset: herg_karim. (1) The compound is O=C(O)COc1ccccc1N1CCC(CN2CCC(Oc3ccc(Cl)c(Cl)c3)CC2)CC1. The result is 0 (non-blocker). (2) The drug is Cc1ccc(Nc2cc(N[C@@H]3CCCC[C@@H]3N)nnc2C(N)=O)nc1C(C)C. The result is 1 (blocker). (3) The drug is Cc1ccc(-c2nc(NC(=O)CN3CCCN(C)CC3)cc(-n3nccc3C)n2)o1. The result is 1 (blocker). (4) The molecule is CC1CCCN1CCc1ccc2nc(C3CC3)ccc2c1. The result is 0 (non-blocker). (5) The drug is CC1(C)[C@H](Nc2c(C(N)=O)cnn3cc(-c4cccc(Cl)c4)cc23)CC[C@]1(C)N. The result is 1 (blocker).